From a dataset of Human liver microsome stability data. Regression/Classification. Given a drug SMILES string, predict its absorption, distribution, metabolism, or excretion properties. Task type varies by dataset: regression for continuous measurements (e.g., permeability, clearance, half-life) or binary classification for categorical outcomes (e.g., BBB penetration, CYP inhibition). Dataset: hlm. The molecule is O=S(=O)(Nc1cc(CO)ccc1O)c1ccc(-c2ccc(F)cc2F)cc1. The result is 0 (unstable in human liver microsomes).